This data is from Reaction yield outcomes from USPTO patents with 853,638 reactions. The task is: Predict the reaction yield, written as a fraction of the theoretical maximum amount of product (1.0 means a 100% yield; for example, 0.34 means a 34% yield). (1) The reactants are C[O:2][C:3](=[O:40])[CH2:4][O:5][CH2:6][C:7]1[S:8][C:9]([C:13]([C:18]2[CH:23]=[CH:22][C:21]([O:24][CH2:25][CH:26]([O:31][Si](C(C)(C)C)(C)C)[C:27]([CH3:30])([CH3:29])[CH3:28])=[C:20]([CH3:39])[CH:19]=2)([CH2:16][CH3:17])[CH2:14][CH3:15])=[CH:10][C:11]=1[CH3:12].CCCC[N+](CCCC)(CCCC)CCCC.[F-].C1COCC1. The catalyst is C1COCC1. The product is [CH2:14]([C:13]([C:9]1[S:8][C:7]([CH2:6][O:5][CH2:4][C:3]([OH:40])=[O:2])=[C:11]([CH3:12])[CH:10]=1)([C:18]1[CH:23]=[CH:22][C:21]([O:24][CH2:25][CH:26]([OH:31])[C:27]([CH3:29])([CH3:30])[CH3:28])=[C:20]([CH3:39])[CH:19]=1)[CH2:16][CH3:17])[CH3:15]. The yield is 0.490. (2) The reactants are Br[C:2]1[C:3]([F:25])=[CH:4][C:5]2[O:11][CH2:10][CH2:9][N:8]3[C:12]([CH2:18][N:19]4[CH2:23][CH2:22][CH2:21][CH2:20]4)=[C:13]([C:15]([NH2:17])=[O:16])[N:14]=[C:7]3[C:6]=2[CH:24]=1.[CH3:26][C:27]1[O:31][N:30]=[C:29]([C@:32]([OH:36])([C:34]#[CH:35])[CH3:33])[N:28]=1. No catalyst specified. The product is [F:25][C:3]1[C:2]([C:35]#[C:34][C@@:32]([OH:36])([C:29]2[N:28]=[C:27]([CH3:26])[O:31][N:30]=2)[CH3:33])=[CH:24][C:6]2[C:7]3[N:8]([C:12]([CH2:18][N:19]4[CH2:23][CH2:22][CH2:21][CH2:20]4)=[C:13]([C:15]([NH2:17])=[O:16])[N:14]=3)[CH2:9][CH2:10][O:11][C:5]=2[CH:4]=1. The yield is 0.104. (3) The reactants are [H-].[Na+].[Br:3][C:4]1[CH:12]=[CH:11][CH:10]=[C:9]2[C:5]=1[CH:6]=[CH:7][NH:8]2.Br[CH2:14][CH2:15][CH2:16][CH2:17][CH3:18]. The catalyst is CN(C)C=O. The product is [Br:3][C:4]1[CH:12]=[CH:11][CH:10]=[C:9]2[C:5]=1[CH:6]=[CH:7][N:8]2[CH2:14][CH2:15][CH2:16][CH2:17][CH3:18]. The yield is 0.980.